Task: Regression. Given two drug SMILES strings and cell line genomic features, predict the synergy score measuring deviation from expected non-interaction effect.. Dataset: NCI-60 drug combinations with 297,098 pairs across 59 cell lines (1) Drug 1: CN(C)C1=NC(=NC(=N1)N(C)C)N(C)C. Drug 2: CC(C)NC(=O)C1=CC=C(C=C1)CNNC.Cl. Cell line: CAKI-1. Synergy scores: CSS=-0.752, Synergy_ZIP=-1.92, Synergy_Bliss=-5.50, Synergy_Loewe=-1.98, Synergy_HSA=-3.35. (2) Drug 1: C1=CC=C(C=C1)NC(=O)CCCCCCC(=O)NO. Drug 2: CC1C(C(CC(O1)OC2CC(CC3=C2C(=C4C(=C3O)C(=O)C5=C(C4=O)C(=CC=C5)OC)O)(C(=O)CO)O)N)O.Cl. Cell line: LOX IMVI. Synergy scores: CSS=47.4, Synergy_ZIP=-4.36, Synergy_Bliss=-2.37, Synergy_Loewe=-9.34, Synergy_HSA=0.311. (3) Drug 1: C1CCC(C1)C(CC#N)N2C=C(C=N2)C3=C4C=CNC4=NC=N3. Drug 2: CNC(=O)C1=NC=CC(=C1)OC2=CC=C(C=C2)NC(=O)NC3=CC(=C(C=C3)Cl)C(F)(F)F. Cell line: MALME-3M. Synergy scores: CSS=27.9, Synergy_ZIP=-6.95, Synergy_Bliss=2.34, Synergy_Loewe=-0.973, Synergy_HSA=-0.700. (4) Drug 1: CN1CCC(CC1)COC2=C(C=C3C(=C2)N=CN=C3NC4=C(C=C(C=C4)Br)F)OC. Drug 2: C1C(C(OC1N2C=NC(=NC2=O)N)CO)O. Cell line: HCC-2998. Synergy scores: CSS=32.6, Synergy_ZIP=-3.05, Synergy_Bliss=2.83, Synergy_Loewe=1.24, Synergy_HSA=4.94. (5) Drug 1: C1=C(C(=O)NC(=O)N1)F. Drug 2: C(CCl)NC(=O)N(CCCl)N=O. Cell line: EKVX. Synergy scores: CSS=26.0, Synergy_ZIP=6.15, Synergy_Bliss=2.62, Synergy_Loewe=-1.72, Synergy_HSA=-0.275. (6) Drug 1: COC1=CC(=CC(=C1O)OC)C2C3C(COC3=O)C(C4=CC5=C(C=C24)OCO5)OC6C(C(C7C(O6)COC(O7)C8=CC=CS8)O)O. Drug 2: CC1C(C(CC(O1)OC2CC(CC3=C2C(=C4C(=C3O)C(=O)C5=C(C4=O)C(=CC=C5)OC)O)(C(=O)CO)O)N)O.Cl. Cell line: K-562. Synergy scores: CSS=35.3, Synergy_ZIP=-15.8, Synergy_Bliss=-19.2, Synergy_Loewe=-13.9, Synergy_HSA=-12.4. (7) Synergy scores: CSS=1.36, Synergy_ZIP=1.36, Synergy_Bliss=3.10, Synergy_Loewe=2.51, Synergy_HSA=-0.257. Drug 2: CC1C(C(CC(O1)OC2CC(OC(C2O)C)OC3=CC4=CC5=C(C(=O)C(C(C5)C(C(=O)C(C(C)O)O)OC)OC6CC(C(C(O6)C)O)OC7CC(C(C(O7)C)O)OC8CC(C(C(O8)C)O)(C)O)C(=C4C(=C3C)O)O)O)O. Drug 1: CN(C)C1=NC(=NC(=N1)N(C)C)N(C)C. Cell line: MCF7.